This data is from NCI-60 drug combinations with 297,098 pairs across 59 cell lines. The task is: Regression. Given two drug SMILES strings and cell line genomic features, predict the synergy score measuring deviation from expected non-interaction effect. (1) Drug 1: C1=C(C(=O)NC(=O)N1)N(CCCl)CCCl. Drug 2: CC1C(C(CC(O1)OC2CC(OC(C2O)C)OC3=CC4=CC5=C(C(=O)C(C(C5)C(C(=O)C(C(C)O)O)OC)OC6CC(C(C(O6)C)O)OC7CC(C(C(O7)C)O)OC8CC(C(C(O8)C)O)(C)O)C(=C4C(=C3C)O)O)O)O. Cell line: 786-0. Synergy scores: CSS=21.9, Synergy_ZIP=-8.27, Synergy_Bliss=-5.48, Synergy_Loewe=-79.8, Synergy_HSA=-6.23. (2) Drug 1: C1=CC(=CC=C1CCCC(=O)O)N(CCCl)CCCl. Drug 2: CCN(CC)CCCC(C)NC1=C2C=C(C=CC2=NC3=C1C=CC(=C3)Cl)OC. Cell line: CAKI-1. Synergy scores: CSS=35.6, Synergy_ZIP=-6.95, Synergy_Bliss=-3.79, Synergy_Loewe=-13.4, Synergy_HSA=-1.80. (3) Drug 1: CC1=C(C(CCC1)(C)C)C=CC(=CC=CC(=CC(=O)O)C)C. Drug 2: CC1=C(C=C(C=C1)C(=O)NC2=CC(=CC(=C2)C(F)(F)F)N3C=C(N=C3)C)NC4=NC=CC(=N4)C5=CN=CC=C5. Cell line: OVCAR3. Synergy scores: CSS=-14.0, Synergy_ZIP=5.46, Synergy_Bliss=2.82, Synergy_Loewe=-8.71, Synergy_HSA=-7.51. (4) Drug 1: C1CN1P(=S)(N2CC2)N3CC3. Drug 2: CC1=C(C(CCC1)(C)C)C=CC(=CC=CC(=CC(=O)O)C)C. Cell line: OVCAR3. Synergy scores: CSS=2.37, Synergy_ZIP=-8.00, Synergy_Bliss=-10.2, Synergy_Loewe=-17.8, Synergy_HSA=-13.1.